This data is from Forward reaction prediction with 1.9M reactions from USPTO patents (1976-2016). The task is: Predict the product of the given reaction. (1) Given the reactants [CH3:1][O:2][C:3]([C:5]1[C:6]([OH:24])=[C:7]2[C:12](=[CH:13][N:14]=1)[N:11]([CH2:15][C:16]1[CH:21]=[CH:20][CH:19]=[CH:18][CH:17]=1)[C:10](=[O:22])[C:9](Br)=[CH:8]2)=[O:4].C([Sn](CCCC)(CCCC)[C:30]1[S:31][CH:32]=[CH:33][N:34]=1)CCC.CCOC(C)=O.Cl, predict the reaction product. The product is: [CH3:1][O:2][C:3]([C:5]1[C:6]([OH:24])=[C:7]2[C:12](=[CH:13][N:14]=1)[N:11]([CH2:15][C:16]1[CH:21]=[CH:20][CH:19]=[CH:18][CH:17]=1)[C:10](=[O:22])[C:9]([C:30]1[S:31][CH:32]=[CH:33][N:34]=1)=[CH:8]2)=[O:4]. (2) Given the reactants C(OC([N:8]1[C:16]2[C:11](=[CH:12][CH:13]=[C:14]([NH:17][C:18]3[CH:23]=[CH:22][CH:21]=[CH:20][CH:19]=3)[CH:15]=2)[C:10]([C:24]2[CH:29]=[CH:28][CH:27]=[CH:26][CH:25]=2)=[N:9]1)=O)(C)(C)C.[ClH:30], predict the reaction product. The product is: [ClH:30].[C:18]1([NH:17][C:14]2[CH:15]=[C:16]3[C:11]([C:10]([C:24]4[CH:25]=[CH:26][CH:27]=[CH:28][CH:29]=4)=[N:9][NH:8]3)=[CH:12][CH:13]=2)[CH:23]=[CH:22][CH:21]=[CH:20][CH:19]=1. (3) Given the reactants [Br:1][C:2]1[C:7]([CH3:8])=[CH:6][C:5]([CH2:9][CH2:10][CH2:11][OH:12])=[CH:4][C:3]=1[CH3:13].[CH3:14][S:15](Cl)(=[O:17])=[O:16].O, predict the reaction product. The product is: [CH3:14][S:15]([O:12][CH2:11][CH2:10][CH2:9][C:5]1[CH:6]=[C:7]([CH3:8])[C:2]([Br:1])=[C:3]([CH3:13])[CH:4]=1)(=[O:17])=[O:16]. (4) The product is: [Si:5]([O:17][CH2:16][C:14]1[CH:13]=[CH:12][N:11]=[C:10]([Cl:9])[CH:15]=1)([C:2]([CH3:4])([CH3:3])[CH3:1])([CH3:7])[CH3:6]. Given the reactants [CH3:1][C:2]([Si:5](Cl)([CH3:7])[CH3:6])([CH3:4])[CH3:3].[Cl:9][C:10]1[CH:15]=[C:14]([CH2:16][OH:17])[CH:13]=[CH:12][N:11]=1.CN(C)C=O.N1C=CN=C1, predict the reaction product. (5) Given the reactants [CH3:1][O:2][C:3]1[C:16]([O:17][CH3:18])=[CH:15][C:6]([CH2:7][O:8][CH2:9][CH2:10][CH2:11][CH2:12][CH:13]=[CH2:14])=[C:5]([N+:19]([O-:21])=[O:20])[CH:4]=1.[CH3:22][O:23][SiH:24]([O:27][CH3:28])[O:25][CH3:26], predict the reaction product. The product is: [CH3:22][O:23][Si:24]([O:27][CH3:28])([O:25][CH3:26])[CH2:14][CH2:13][CH2:12][CH2:11][CH2:10][CH2:9][O:8][CH2:7][C:6]1[CH:15]=[C:16]([O:17][CH3:18])[C:3]([O:2][CH3:1])=[CH:4][C:5]=1[N+:19]([O-:21])=[O:20].